Predict the product of the given reaction. From a dataset of Forward reaction prediction with 1.9M reactions from USPTO patents (1976-2016). (1) Given the reactants [Cl:1][C:2]1[CH:3]=[CH:4][C:5]([C:28]([F:31])([F:30])[F:29])=[C:6]([CH:27]=1)[CH2:7][N:8]1[CH2:13][CH2:12][NH:11][C:10]2[N:14]=[CH:15][C:16]([C:18]3[CH:26]=[CH:25][C:21]([C:22](O)=[O:23])=[CH:20][CH:19]=3)=[CH:17][C:9]1=2.[CH2:32]1[C:40]2[C:35](=[CH:36][CH:37]=[CH:38][CH:39]=2)[CH2:34][NH:33]1, predict the reaction product. The product is: [Cl:1][C:2]1[CH:3]=[CH:4][C:5]([C:28]([F:29])([F:30])[F:31])=[C:6]([CH:27]=1)[CH2:7][N:8]1[CH2:13][CH2:12][NH:11][C:10]2[N:14]=[CH:15][C:16]([C:18]3[CH:26]=[CH:25][C:21]([C:22]([N:33]4[CH2:34][C:35]5[C:40](=[CH:39][CH:38]=[CH:37][CH:36]=5)[CH2:32]4)=[O:23])=[CH:20][CH:19]=3)=[CH:17][C:9]1=2. (2) The product is: [Cl:1][C:2]1[CH:3]=[CH:4][C:5]([O:20][C:16]2[CH:17]=[CH:18][CH:19]=[C:14]([Cl:13])[CH:15]=2)=[C:6]([CH:11]=1)[C:7]([O:9][CH3:10])=[O:8]. Given the reactants [Cl:1][C:2]1[CH:3]=[CH:4][C:5](F)=[C:6]([CH:11]=1)[C:7]([O:9][CH3:10])=[O:8].[Cl:13][C:14]1[CH:15]=[C:16]([OH:20])[CH:17]=[CH:18][CH:19]=1, predict the reaction product. (3) Given the reactants BrN1C(=O)CCC1=O.CN(C=O)C.[Cl:14][C:15]1[CH:16]=[C:17]([C:21]2[NH:47][C:24]3=[N:25][CH:26]=[C:27]([NH:29][C:30](=[O:46])[C:31]4[C:36]([F:37])=[CH:35][CH:34]=[C:33]([NH:38][S:39]([CH2:42][CH2:43][CH3:44])(=[O:41])=[O:40])[C:32]=4[F:45])[CH:28]=[C:23]3[CH:22]=2)[CH:18]=[CH:19][CH:20]=1.FC1C(NS(CCC)(=O)=O)=CC=C(F)C=1C(NC1C=C2C=C(C3C=CC=CC=3)NC2=NC=1)=O.C(Cl)(Cl)[Cl:82], predict the reaction product. The product is: [Cl:82][C:22]1[C:23]2[C:24](=[N:25][CH:26]=[C:27]([NH:29][C:30](=[O:46])[C:31]3[C:36]([F:37])=[CH:35][CH:34]=[C:33]([NH:38][S:39]([CH2:42][CH2:43][CH3:44])(=[O:40])=[O:41])[C:32]=3[F:45])[CH:28]=2)[NH:47][C:21]=1[C:17]1[CH:18]=[CH:19][CH:20]=[C:15]([Cl:14])[CH:16]=1. (4) Given the reactants [H-].[Na+].[C:3]([C:7]1[CH:12]=[CH:11][C:10](/[C:13](/[C:21]2[CH:26]=[CH:25][C:24]([Cl:27])=[C:23]([O:28][CH3:29])[N:22]=2)=[CH:14]\[C@@H:15]2[NH:19][C:18](=[O:20])[CH2:17][CH2:16]2)=[CH:9][CH:8]=1)([CH3:6])([CH3:5])[CH3:4].[CH3:30]I.O, predict the reaction product. The product is: [C:3]([C:7]1[CH:8]=[CH:9][C:10](/[C:13](/[C:21]2[CH:26]=[CH:25][C:24]([Cl:27])=[C:23]([O:28][CH3:29])[N:22]=2)=[CH:14]\[C@@H:15]2[N:19]([CH3:30])[C:18](=[O:20])[CH2:17][CH2:16]2)=[CH:11][CH:12]=1)([CH3:6])([CH3:4])[CH3:5]. (5) Given the reactants C([NH:8][C@H:9]1[CH2:14][CH2:13][N:12]([C:15]([O:17][C:18]([CH3:21])([CH3:20])[CH3:19])=[O:16])[CH2:11][C@H:10]1[N:22]1[CH:26]=[CH:25][N:24]=[CH:23]1)C1C=CC=CC=1.C([O-])=O.[NH4+].C(=O)=O, predict the reaction product. The product is: [NH2:8][C@H:9]1[CH2:14][CH2:13][N:12]([C:15]([O:17][C:18]([CH3:20])([CH3:21])[CH3:19])=[O:16])[CH2:11][C@H:10]1[N:22]1[CH:26]=[CH:25][N:24]=[CH:23]1. (6) Given the reactants [CH2:1]([O:3][CH:4]([O:15][CH2:16][CH3:17])[CH2:5][CH:6]([C:10]([O:12][CH2:13][CH3:14])=[O:11])[C:7]([O-:9])=O)[CH3:2].[K+].[Cl-].[Mg+2].[Cl-].C(N(CC)CC)C.[CH3:29][O:30][CH2:31]C(Cl)=O.S([O-])(O)(=O)=O.[K+], predict the reaction product. The product is: [CH2:16]([O:15][CH:4]([O:3][CH2:1][CH3:2])[CH2:5][CH:6]([C:7](=[O:9])[CH2:29][O:30][CH3:31])[C:10]([O:12][CH2:13][CH3:14])=[O:11])[CH3:17]. (7) Given the reactants [C:1]([O:5][CH3:6])(=[O:4])[CH:2]=[CH2:3].[CH3:7][NH:8][C:9]([C:11]1[C:19]2[C:14](=[N:15][C:16]([N:23]([CH2:28][CH2:29]C=C)[S:24]([CH3:27])(=[O:26])=[O:25])=[C:17]([CH:20]3[CH2:22][CH2:21]3)[CH:18]=2)[O:13][C:12]=1[C:32]1[CH:37]=[CH:36][C:35]([CH3:38])=[CH:34][CH:33]=1)=[O:10], predict the reaction product. The product is: [CH3:6][O:5][C:1](=[O:4])[CH:2]=[CH:3][CH2:29][CH2:28][N:23]([C:16]1[N:15]=[C:14]2[O:13][C:12]([C:32]3[CH:33]=[CH:34][C:35]([CH3:38])=[CH:36][CH:37]=3)=[C:11]([C:9](=[O:10])[NH:8][CH3:7])[C:19]2=[CH:18][C:17]=1[CH:20]1[CH2:22][CH2:21]1)[S:24]([CH3:27])(=[O:26])=[O:25]. (8) Given the reactants [NH:1]1[C:9]2[C:4](=[CH:5][C:6]([O:10][C:11]3[CH:20]=[C:19]([N:21]4[CH2:26][CH2:25][N:24]([CH2:27][C:28]5[CH2:33][CH:32]([OH:34])[CH2:31][CH2:30][C:29]=5[C:35]5[CH:40]=[CH:39][C:38]([Cl:41])=[CH:37][CH:36]=5)[CH2:23][CH2:22]4)[CH:18]=[CH:17][C:12]=3[C:13]([O:15]C)=[O:14])=[CH:7][CH:8]=2)[CH:3]=[CH:2]1.O[Li].O.Cl.C(OCC)(=O)C, predict the reaction product. The product is: [NH:1]1[C:9]2[C:4](=[CH:5][C:6]([O:10][C:11]3[CH:20]=[C:19]([N:21]4[CH2:26][CH2:25][N:24]([CH2:27][C:28]5[CH2:33][CH:32]([OH:34])[CH2:31][CH2:30][C:29]=5[C:35]5[CH:36]=[CH:37][C:38]([Cl:41])=[CH:39][CH:40]=5)[CH2:23][CH2:22]4)[CH:18]=[CH:17][C:12]=3[C:13]([OH:15])=[O:14])=[CH:7][CH:8]=2)[CH:3]=[CH:2]1. (9) The product is: [CH3:52][C:50]1([CH3:53])[CH2:51][N:47]([C:38]2[C:37]([CH3:55])=[C:36]([NH:56][C:57]3[CH:58]=[C:59]([NH:69][C:70](=[O:72])[CH3:71])[CH:60]=[C:61]([N:63]4[CH2:68][CH2:67][O:66][CH2:65][CH2:64]4)[CH:62]=3)[C:45]3[C:40](=[CH:41][C:42]([F:46])=[CH:43][CH:44]=3)[N:39]=2)[C:48](=[O:54])[CH2:49]1. Given the reactants CC(C1C=C(C(C)C)C(C2C=CC=CC=2P(C2CCCCC2)C2CCCCC2)=C(C(C)C)C=1)C.Cl[C:36]1[C:45]2[C:40](=[CH:41][C:42]([F:46])=[CH:43][CH:44]=2)[N:39]=[C:38]([N:47]2[CH2:51][C:50]([CH3:53])([CH3:52])[CH2:49][C:48]2=[O:54])[C:37]=1[CH3:55].[NH2:56][C:57]1[CH:58]=[C:59]([NH:69][C:70](=[O:72])[CH3:71])[CH:60]=[C:61]([N:63]2[CH2:68][CH2:67][O:66][CH2:65][CH2:64]2)[CH:62]=1.C(=O)([O-])[O-].[K+].[K+], predict the reaction product. (10) The product is: [C:34]([O:38][C:15]([NH:12][CH:1]1[CH2:6][CH2:5][CH:4]=[CH:3][CH2:2]1)=[O:24])([CH3:37])([CH3:36])[CH3:35]. Given the reactants [CH:1]1(C(O)=O)[CH2:6][CH2:5][CH:4]=[CH:3][CH2:2]1.C([N:12]([CH2:15]C)CC)C.C1(P(N=[N+]=[N-])(C2C=CC=CC=2)=[O:24])C=CC=CC=1.[C:34]([OH:38])([CH3:37])([CH3:36])[CH3:35], predict the reaction product.